Dataset: Forward reaction prediction with 1.9M reactions from USPTO patents (1976-2016). Task: Predict the product of the given reaction. (1) Given the reactants [O:1]1[CH2:6][CH2:5][C:4]([C:11](OC)=[O:12])([C:7]([O:9][CH3:10])=[O:8])[CH2:3][CH2:2]1.S([O-])([O-])(=O)=O.[Na+].[Na+], predict the reaction product. The product is: [OH:12][CH2:11][C:4]1([C:7]([O:9][CH3:10])=[O:8])[CH2:5][CH2:6][O:1][CH2:2][CH2:3]1. (2) Given the reactants [F:1][C:2]([F:7])([F:6])[C:3]([OH:5])=[O:4].[F:8][C:9]([F:14])([F:13])[C:10]([OH:12])=[O:11].[Cl:15][C:16]1[CH:17]=[N:18][C:19]2[NH:20][C:21]3[CH:22]=[N:23][CH:24]=[C:25]([CH:47]=3)[CH2:26][CH2:27][C:28]3[CH:36]=[C:32]([NH:33][C:34]=1[N:35]=2)[CH:31]=[CH:30][C:29]=3[NH:37][C:38](=[O:46])[CH2:39][CH:40]1[CH2:45][CH2:44][NH:43][CH2:42][CH2:41]1.[NH2:48][C:49]1[C:50]([C:54](O)=[O:55])=[N:51][O:52][N:53]=1, predict the reaction product. The product is: [F:1][C:2]([F:7])([F:6])[C:3]([OH:5])=[O:4].[F:8][C:9]([F:14])([F:13])[C:10]([OH:12])=[O:11].[F:1][C:2]([F:7])([F:6])[C:3]([OH:5])=[O:4].[NH2:48][C:49]1[C:50]([C:54]([N:43]2[CH2:44][CH2:45][CH:40]([CH2:39][C:38]([NH:37][C:29]3[CH:30]=[CH:31][C:32]4[NH:33][C:34]5[N:35]=[C:19]([NH:20][C:21]6[CH:22]=[N:23][CH:24]=[C:25]([CH:47]=6)[CH2:26][CH2:27][C:28]=3[CH:36]=4)[N:18]=[CH:17][C:16]=5[Cl:15])=[O:46])[CH2:41][CH2:42]2)=[O:55])=[N:51][O:52][N:53]=1.